From a dataset of Catalyst prediction with 721,799 reactions and 888 catalyst types from USPTO. Predict which catalyst facilitates the given reaction. Reactant: [CH:1]1([CH2:7][NH:8][C:9](=[O:24])[N:10]([C:12]2[CH:17]=[CH:16][C:15]([S:18][C:19]([F:22])([F:21])[F:20])=[CH:14][C:13]=2[F:23])[CH3:11])[CH2:6][CH2:5][CH2:4][CH2:3][CH2:2]1.C(N(C(C)C)CC)(C)C.[F:34][C:35]1[CH:43]=[CH:42][CH:41]=[C:40]([F:44])[C:36]=1[C:37](Cl)=[O:38].C(OC)(C)(C)C. Product: [CH:1]1([CH2:7][N:8]([C:37](=[O:38])[C:36]2[C:35]([F:34])=[CH:43][CH:42]=[CH:41][C:40]=2[F:44])[C:9]([N:10]([C:12]2[CH:17]=[CH:16][C:15]([S:18][C:19]([F:20])([F:21])[F:22])=[CH:14][C:13]=2[F:23])[CH3:11])=[O:24])[CH2:6][CH2:5][CH2:4][CH2:3][CH2:2]1. The catalyst class is: 11.